From a dataset of Full USPTO retrosynthesis dataset with 1.9M reactions from patents (1976-2016). Predict the reactants needed to synthesize the given product. (1) Given the product [Cl:13][C:14]1[CH:19]=[CH:18][C:17]([O:20][C:4]2[CH:5]=[C:6]([N+:10]([O-:12])=[O:11])[CH:7]=[CH:8][CH:9]=2)=[CH:16][C:15]=1[CH2:21][CH3:22], predict the reactants needed to synthesize it. The reactants are: [N+]([C:4]1[CH:9]=[CH:8][CH:7]=[C:6]([N+:10]([O-:12])=[O:11])[CH:5]=1)([O-])=O.[Cl:13][C:14]1[CH:19]=[CH:18][C:17]([OH:20])=[CH:16][C:15]=1[CH2:21][CH3:22].C(=O)([O-])[O-].[Cs+].[Cs+]. (2) Given the product [ClH:31].[CH3:30][N:2]([CH3:1])[C:3]1([C:24]2[CH:29]=[CH:28][CH:27]=[CH:26][N:25]=2)[CH2:4][CH2:5][C:6](=[CH:9][C:10]([NH:12][CH2:13][CH2:14][C:15]2[C:23]3[C:18](=[CH:19][CH:20]=[CH:21][CH:22]=3)[NH:17][CH:16]=2)=[O:11])[CH2:7][CH2:8]1, predict the reactants needed to synthesize it. The reactants are: [CH3:1][N:2]([CH3:30])[C:3]1([C:24]2[CH:29]=[CH:28][CH:27]=[CH:26][N:25]=2)[CH2:8][CH2:7][C:6](=[CH:9][C:10]([NH:12][CH2:13][CH2:14][C:15]2[C:23]3[C:18](=[CH:19][CH:20]=[CH:21][CH:22]=3)[NH:17][CH:16]=2)=[O:11])[CH2:5][CH2:4]1.[Cl:31][Si](C)(C)C. (3) Given the product [CH3:1][N:2]1[C:6](=[O:5])[O:36][C:4]([C:8]2[CH:12]=[C:11]([C:13]([F:14])([F:15])[F:16])[N:10]([C:17]3[CH:24]=[CH:23][C:31]([C:30]([OH:33])=[O:32])=[CH:19][N:18]=3)[N:9]=2)=[N:3]1, predict the reactants needed to synthesize it. The reactants are: [CH3:1][N:2]1[C:6](=O)[O:5][C:4]([C:8]2[CH:12]=[C:11]([C:13]([F:16])([F:15])[F:14])[N:10]([C:17]3[CH:24]=[CH:23]C(C#N)=[CH:19][N:18]=3)[N:9]=2)=[N:3]1.CS(O)(=O)=O.[C:30]([O:33]CC)(=[O:32])[CH3:31].[OH2:36].